This data is from CYP3A4 inhibition data for predicting drug metabolism from PubChem BioAssay. The task is: Regression/Classification. Given a drug SMILES string, predict its absorption, distribution, metabolism, or excretion properties. Task type varies by dataset: regression for continuous measurements (e.g., permeability, clearance, half-life) or binary classification for categorical outcomes (e.g., BBB penetration, CYP inhibition). Dataset: cyp3a4_veith. The molecule is Cc1ccc(S(=O)(=O)Nc2ccccc2-c2ccccc2NS(=O)(=O)c2ccc(C)cc2)cc1. The result is 0 (non-inhibitor).